From a dataset of Catalyst prediction with 721,799 reactions and 888 catalyst types from USPTO. Predict which catalyst facilitates the given reaction. (1) Reactant: [C:1]([O:4][C@@H:5]1[C@H:10]([O:11][C:12](=[O:14])[CH3:13])[C@@H:9]([O:15][C:16](=[O:18])[CH3:17])[C@H:8]([O:19][C:20]2[CH:28]=[C:27]3[C:23]([C@H:24]([CH2:52][Cl:53])[CH2:25][N:26]3[C:29](=[O:51])[CH2:30][CH2:31][CH2:32][C:33]([N:35]3[C:43]4[C:38](=[C:39]5[C:47]([CH3:48])=[CH:46][S:45][C:40]5=[C:41]([OH:44])[CH:42]=4)[C@H:37]([CH2:49][Cl:50])[CH2:36]3)=[O:34])=[C:22]3[C:54]([CH3:57])=[CH:55][S:56][C:21]=23)[O:7][C@@H:6]1[CH2:58][O:59][C:60](=[O:62])[CH3:61])(=[O:3])[CH3:2].Cl[C:64]([O:66][C:67]1[CH:72]=[CH:71][C:70]([N+:73]([O-:75])=[O:74])=[CH:69][CH:68]=1)=[O:65].CCN(CC)CC. Product: [C:1]([O:4][C@@H:5]1[C@H:10]([O:11][C:12](=[O:14])[CH3:13])[C@@H:9]([O:15][C:16](=[O:18])[CH3:17])[C@H:8]([O:19][C:20]2[CH:28]=[C:27]3[C:23]([C@H:24]([CH2:52][Cl:53])[CH2:25][N:26]3[C:29](=[O:51])[CH2:30][CH2:31][CH2:32][C:33]([N:35]3[C:43]4[C:38](=[C:39]5[C:47]([CH3:48])=[CH:46][S:45][C:40]5=[C:41]([O:44][C:64]([O:66][C:67]5[CH:68]=[CH:69][C:70]([N+:73]([O-:75])=[O:74])=[CH:71][CH:72]=5)=[O:65])[CH:42]=4)[C@H:37]([CH2:49][Cl:50])[CH2:36]3)=[O:34])=[C:22]3[C:54]([CH3:57])=[CH:55][S:56][C:21]=23)[O:7][C@@H:6]1[CH2:58][O:59][C:60](=[O:62])[CH3:61])(=[O:3])[CH3:2]. The catalyst class is: 1. (2) Reactant: [F:1][C:2]1[C:15]2[N:14]([C:16]([O:18][CH2:19][CH3:20])=[O:17])[CH2:13][C:12]3[C:8]4=[C:9]([C:28](=[O:32])[N:29]([CH3:31])[CH:30]=[C:7]4[C:6]=2[CH:5]=[C:4]([F:33])[CH:3]=1)[N:10](C(OC(C)(C)C)=O)[CH:11]=3.C(O)(C(F)(F)F)=O. Product: [F:1][C:2]1[C:15]2[N:14]([C:16]([O:18][CH2:19][CH3:20])=[O:17])[CH2:13][C:12]3[C:8]4=[C:9]([C:28](=[O:32])[N:29]([CH3:31])[CH:30]=[C:7]4[C:6]=2[CH:5]=[C:4]([F:33])[CH:3]=1)[NH:10][CH:11]=3. The catalyst class is: 4. (3) Reactant: [Cl:1][C:2]1[CH:7]=[CH:6][CH:5]=[CH:4][C:3]=1[N:8]1[C:12]([O:13][C:14]2[CH:19]=[CH:18][CH:17]=[CH:16][C:15]=2[NH2:20])=[CH:11][C:10]([CH3:21])=[N:9]1.[F:22][C:23]([F:35])([F:34])[O:24][C:25]1[CH:30]=[CH:29][C:28]([N:31]=[C:32]=[O:33])=[CH:27][CH:26]=1.C(N(CC)CC)C. Product: [Cl:1][C:2]1[CH:7]=[CH:6][CH:5]=[CH:4][C:3]=1[N:8]1[C:12]([O:13][C:14]2[CH:19]=[CH:18][CH:17]=[CH:16][C:15]=2[NH:20][C:32]([NH:31][C:28]2[CH:29]=[CH:30][C:25]([O:24][C:23]([F:22])([F:34])[F:35])=[CH:26][CH:27]=2)=[O:33])=[CH:11][C:10]([CH3:21])=[N:9]1. The catalyst class is: 3. (4) Reactant: [NH2:1][C:2]1[CH:7]=[C:6]([Cl:8])[CH:5]=[C:4]([CH:9]([CH3:11])[CH3:10])[C:3]=1[OH:12].[C:13](=S)=[S:14].[OH-].[K+]. Product: [Cl:8][C:6]1[CH:5]=[C:4]([CH:9]([CH3:10])[CH3:11])[C:3]2[O:12][C:13]([SH:14])=[N:1][C:2]=2[CH:7]=1. The catalyst class is: 8. (5) Reactant: [NH2:1][C:2](=[O:39])[CH2:3][NH:4][CH2:5][CH2:6][CH2:7][C:8]1[CH:38]=[CH:37][CH:36]=[CH:35][C:9]=1[O:10][C:11]1[C:16]([Cl:17])=[CH:15][C:14]([S:18]([N:21]([C:29]2[N:30]=[CH:31][S:32][CH:33]=2)C(=O)OC(C)(C)C)(=[O:20])=[O:19])=[C:13]([F:34])[CH:12]=1.Cl.CCCCC. Product: [Cl:17][C:16]1[CH:15]=[C:14]([S:18](=[O:20])(=[O:19])[NH:21][C:29]2[N:30]=[CH:31][S:32][CH:33]=2)[C:13]([F:34])=[CH:12][C:11]=1[O:10][C:9]1[CH:35]=[CH:36][CH:37]=[CH:38][C:8]=1[CH2:7][CH2:6][CH2:5][NH:4][CH2:3][C:2]([NH2:1])=[O:39]. The catalyst class is: 96. (6) Reactant: [Cl:1][C:2]1[CH:25]=[CH:24][C:5]([CH2:6][NH:7][C:8]([C:10]2[CH:11]=[N:12][C:13]3[C:18]([C:19]=2[OH:20])=[CH:17][C:16]([CH2:21]O)=[CH:15][C:14]=3[I:23])=[O:9])=[CH:4][CH:3]=1.N1C(C)=CC(C)=CC=1C.CS(Cl)(=O)=O.[NH:40]1[CH2:45][CH2:44][O:43][CH2:42][CH2:41]1. Product: [Cl:1][C:2]1[CH:3]=[CH:4][C:5]([CH2:6][NH:7][C:8]([C:10]2[CH:11]=[N:12][C:13]3[C:18]([C:19]=2[OH:20])=[CH:17][C:16]([CH2:21][N:40]2[CH2:45][CH2:44][O:43][CH2:42][CH2:41]2)=[CH:15][C:14]=3[I:23])=[O:9])=[CH:24][CH:25]=1. The catalyst class is: 792.